This data is from Catalyst prediction with 721,799 reactions and 888 catalyst types from USPTO. The task is: Predict which catalyst facilitates the given reaction. (1) Reactant: [C:1]([C:3]1[CH:4]=[CH:5][C:6]([F:11])=[C:7]([CH:10]=1)[CH2:8]Br)#[N:2].[CH3:12][NH:13][CH2:14][CH2:15][C:16]([O:18][C:19]([CH3:22])([CH3:21])[CH3:20])=[O:17].C(=O)([O-])[O-].[K+].[K+]. Product: [C:1]([C:3]1[CH:4]=[CH:5][C:6]([F:11])=[C:7]([CH:10]=1)[CH2:8][N:13]([CH3:12])[CH2:14][CH2:15][C:16]([O:18][C:19]([CH3:21])([CH3:20])[CH3:22])=[O:17])#[N:2]. The catalyst class is: 23. (2) Reactant: [Cl:1][C:2]1[CH:3]=[CH:4][C:5]([NH:20][CH2:21][C:22]2[CH:27]=[CH:26][C:25]([O:28][CH3:29])=[CH:24][C:23]=2[O:30][CH3:31])=[C:6]([CH:8]([C:10]2[CH:15]=[CH:14][CH:13]=[C:12]([O:16][CH3:17])[C:11]=2[O:18][CH3:19])[OH:9])[CH:7]=1.C(=O)([O-])O.[Na+].Cl/[C:38](=[CH:44]\[C:45]([O-])=[O:46])/[C:39]([O:41][CH2:42][CH3:43])=[O:40]. Product: [Cl:1][C:2]1[CH:3]=[CH:4][C:5]([N:20]([CH2:21][C:22]2[CH:27]=[CH:26][C:25]([O:28][CH3:29])=[CH:24][C:23]=2[O:30][CH3:31])[C:45](=[O:46])/[CH:44]=[CH:38]/[C:39]([O:41][CH2:42][CH3:43])=[O:40])=[C:6]([CH:8]([C:10]2[CH:15]=[CH:14][CH:13]=[C:12]([O:16][CH3:17])[C:11]=2[O:18][CH3:19])[OH:9])[CH:7]=1. The catalyst class is: 4. (3) Reactant: [CH2:1]([C:4]1[CH:5]=[N:6][C:7]([N:10]2[CH2:15][CH2:14][CH:13]([O:16][C:17]3[S:18][C:19]4[CH:25]=[C:24]([C:26]5[CH2:31][CH2:30][N:29](C(OC(C)(C)C)=O)[CH2:28][CH:27]=5)[CH:23]=[CH:22][C:20]=4[N:21]=3)[CH2:12][CH2:11]2)=[N:8][CH:9]=1)[CH2:2][CH3:3].C(O)(C(F)(F)F)=O. Product: [CH2:1]([C:4]1[CH:5]=[N:6][C:7]([N:10]2[CH2:15][CH2:14][CH:13]([O:16][C:17]3[S:18][C:19]4[CH:25]=[C:24]([C:26]5[CH2:31][CH2:30][NH:29][CH2:28][CH:27]=5)[CH:23]=[CH:22][C:20]=4[N:21]=3)[CH2:12][CH2:11]2)=[N:8][CH:9]=1)[CH2:2][CH3:3]. The catalyst class is: 2. (4) Reactant: [CH3:1][C:2]1[CH:3]=[C:4]([C:13]2[N:14]=[C:15]([NH2:18])[S:16][CH:17]=2)[CH:5]=[C:6]([O:8][C:9]([F:12])([F:11])[F:10])[CH:7]=1.N1C=CC=CC=1.[C:25](OC(=O)C)(=[O:27])[CH3:26]. Product: [CH3:1][C:2]1[CH:3]=[C:4]([C:13]2[N:14]=[C:15]([NH:18][C:25](=[O:27])[CH3:26])[S:16][CH:17]=2)[CH:5]=[C:6]([O:8][C:9]([F:10])([F:11])[F:12])[CH:7]=1. The catalyst class is: 13. (5) Reactant: Br.[Br:2][C:3]1[CH:4]=[C:5]([CH2:10]Br)[C:6]([NH2:9])=[N:7][CH:8]=1.[CH3:12][O:13][C:14](=[O:19])[C:15]([NH2:18])([CH3:17])[CH3:16].C(N(CC)CC)C. Product: [CH3:12][O:13][C:14](=[O:19])[C:15]([NH:18][CH2:10][C:5]1[C:6]([NH2:9])=[N:7][CH:8]=[C:3]([Br:2])[CH:4]=1)([CH3:17])[CH3:16]. The catalyst class is: 18. (6) Reactant: Cl.[NH2:2][CH:3]([CH2:7][NH2:8])[C:4]([OH:6])=[O:5].[OH-].[Na+].[C:11]([C:14]([CH3:16])=O)([CH3:13])=O. Product: [CH3:13][C:11]1[N:8]=[CH:7][C:3]([C:4]([OH:6])=[O:5])=[N:2][C:14]=1[CH3:16]. The catalyst class is: 5. (7) Reactant: [S:1]1[CH:5]=[CH:4][CH:3]=[C:2]1[CH2:6][NH2:7].[C:8](O[C:8]([O:10][C:11]([CH3:14])([CH3:13])[CH3:12])=[O:9])([O:10][C:11]([CH3:14])([CH3:13])[CH3:12])=[O:9].C(N(CC)CC)C. Product: [S:1]1[CH:5]=[CH:4][CH:3]=[C:2]1[CH2:6][NH:7][C:8](=[O:9])[O:10][C:11]([CH3:14])([CH3:13])[CH3:12]. The catalyst class is: 4. (8) Reactant: C(N(CC)C(C)C)(C)C.[CH3:10][C@H:11]([NH:15][C:16]([O:18][C:19]([CH3:22])([CH3:21])[CH3:20])=[O:17])[C:12]([OH:14])=O.Cl.CN(C)CCCN=C=NCC.[NH2:35][CH:36]1[N:42]=[C:41]([C:43]2[CH:48]=[CH:47][CH:46]=[CH:45][CH:44]=2)[C:40]2[CH:49]=[CH:50][CH:51]=[CH:52][C:39]=2[N:38]([CH2:53][CH2:54][CH2:55][C:56]([F:59])([F:58])[F:57])[C:37]1=[O:60]. Product: [C:19]([O:18][C:16]([NH:15][C@H:11]([C:12]([NH:35][CH:36]1[N:42]=[C:41]([C:43]2[CH:44]=[CH:45][CH:46]=[CH:47][CH:48]=2)[C:40]2[CH:49]=[CH:50][CH:51]=[CH:52][C:39]=2[N:38]([CH2:53][CH2:54][CH2:55][C:56]([F:58])([F:57])[F:59])[C:37]1=[O:60])=[O:14])[CH3:10])=[O:17])([CH3:22])([CH3:21])[CH3:20]. The catalyst class is: 76. (9) Reactant: [NH:1]1[CH2:6][CH2:5][C:4](=[O:7])[CH2:3][CH2:2]1.[O:8]=[C:9]1[N:15]([CH:16]2[CH2:21][CH2:20][N:19]([C:22]([O:24][C@@H:25]([C:38](O)=[O:39])[CH2:26][C:27]3[CH:36]=[C:35]([CH3:37])[C:30]4[NH:31][C:32](=[O:34])[O:33][C:29]=4[CH:28]=3)=[O:23])[CH2:18][CH2:17]2)[CH2:14][CH2:13][C:12]2[CH:41]=[CH:42][CH:43]=[CH:44][C:11]=2[NH:10]1.CN(C(ON1N=NC2C=CC=CC1=2)=[N+](C)C)C.[B-](F)(F)(F)F.C(N(CC)CC)C. Product: [O:8]=[C:9]1[N:15]([CH:16]2[CH2:17][CH2:18][N:19]([C:22]([O:24][C@H:25]([CH2:26][C:27]3[CH:36]=[C:35]([CH3:37])[C:30]4[NH:31][C:32](=[O:34])[O:33][C:29]=4[CH:28]=3)[C:38](=[O:39])[N:1]3[CH2:6][CH2:5][C:4](=[O:7])[CH2:3][CH2:2]3)=[O:23])[CH2:20][CH2:21]2)[CH2:14][CH2:13][C:12]2[CH:41]=[CH:42][CH:43]=[CH:44][C:11]=2[NH:10]1. The catalyst class is: 3.